Dataset: Full USPTO retrosynthesis dataset with 1.9M reactions from patents (1976-2016). Task: Predict the reactants needed to synthesize the given product. (1) Given the product [F:38][C:35]1[CH:36]=[CH:37][C:32]([C:18]2[C:17](/[CH:16]=[CH:15]/[C@@H:13]([OH:12])[CH2:14][C@@H:9]([OH:10])[CH2:8][C:7]([OH:41])=[O:6])=[C:22]([CH:23]([CH3:25])[CH3:24])[N:21]=[C:20]([N:26]([CH3:31])[S:27]([CH3:30])(=[O:29])=[O:28])[N:19]=2)=[CH:33][CH:34]=1.[CH3:17][C:18]([NH2:19])([CH3:32])[CH3:44], predict the reactants needed to synthesize it. The reactants are: Cl.C([O:6][C:7](=[O:41])[CH2:8][C@H:9]1[CH2:14][C@@H:13](/[CH:15]=[CH:16]/[C:17]2[C:18]([C:32]3[CH:37]=[CH:36][C:35]([F:38])=[CH:34][CH:33]=3)=[N:19][C:20]([N:26]([CH3:31])[S:27]([CH3:30])(=[O:29])=[O:28])=[N:21][C:22]=2[CH:23]([CH3:25])[CH3:24])[O:12]C(C)(C)[O:10]1)(C)(C)C.[OH-].[Na+].[C:44](#N)C. (2) Given the product [P:2]([O-:5])([O-:4])([O-:3])=[O:1].[Ca+2:8].[P:2]([O-:5])([O-:4])([O-:3])=[O:1].[Ca+2:8].[Ca+2:8], predict the reactants needed to synthesize it. The reactants are: [OH:1][P:2]([OH:5])([OH:4])=[O:3].[Cl-].[Cl-].[Ca+2:8].C([O-])(O)=O.[Na+].[O-]S([O-])(=O)=O.[Mg+2]. (3) Given the product [F:28][C:29]1[C:34]([C:2]2[N:6]([S:7]([C:10]3[CH:11]=[N:12][C:13]([O:16][CH3:17])=[CH:14][CH:15]=3)(=[O:9])=[O:8])[CH:5]=[C:4]([CH2:18][N:19]([CH3:27])[C:20](=[O:26])[O:21][C:22]([CH3:25])([CH3:24])[CH3:23])[CH:3]=2)=[CH:33][CH:32]=[CH:31][N:30]=1, predict the reactants needed to synthesize it. The reactants are: Br[C:2]1[N:6]([S:7]([C:10]2[CH:11]=[N:12][C:13]([O:16][CH3:17])=[CH:14][CH:15]=2)(=[O:9])=[O:8])[CH:5]=[C:4]([CH2:18][N:19]([CH3:27])[C:20](=[O:26])[O:21][C:22]([CH3:25])([CH3:24])[CH3:23])[CH:3]=1.[F:28][C:29]1[C:34](B(O)O)=[CH:33][CH:32]=[CH:31][N:30]=1.C(=O)([O-])[O-].[Na+].[Na+].